From a dataset of Full USPTO retrosynthesis dataset with 1.9M reactions from patents (1976-2016). Predict the reactants needed to synthesize the given product. (1) Given the product [N+:1]([C:4]1[CH:14]=[C:13]([C:15]([F:16])([F:17])[F:18])[CH:12]=[CH:11][C:5]=1[CH2:6][N:7]1[CH2:8][CH2:9][O:10][C:20]1=[NH:19])([O-:3])=[O:2], predict the reactants needed to synthesize it. The reactants are: [N+:1]([C:4]1[CH:14]=[C:13]([C:15]([F:18])([F:17])[F:16])[CH:12]=[CH:11][C:5]=1[CH2:6][NH:7][CH2:8][CH2:9][OH:10])([O-:3])=[O:2].[N:19]#[C:20]Br. (2) Given the product [CH3:11][O:4][C:3](=[O:5])[C:2]([F:10])([F:1])[CH2:6][C:7]([OH:9])=[O:8], predict the reactants needed to synthesize it. The reactants are: [F:1][C:2]([F:10])([CH2:6][C:7]([OH:9])=[O:8])[C:3]([OH:5])=[O:4].[CH:11]1(N=C=NC2CCCCC2)CCCCC1. (3) Given the product [CH:1]1([CH2:4][NH:5][C:6]([NH:7][C:8]2[CH:9]=[CH:10][C:11]([C:12]([N:36]3[CH2:37][CH2:38][N:33]([CH2:32][C:29]4[CH:30]=[CH:31][C:26]([C:20]([OH:25])([C:19]([F:18])([F:41])[F:42])[C:21]([F:24])([F:22])[F:23])=[CH:27][CH:28]=4)[C@@H:34]([CH2:39][OH:40])[CH2:35]3)=[O:14])=[CH:15][CH:16]=2)=[O:17])[CH2:2][CH2:3]1, predict the reactants needed to synthesize it. The reactants are: [CH:1]1([CH2:4][NH:5][C:6](=[O:17])[NH:7][C:8]2[CH:16]=[CH:15][C:11]([C:12]([OH:14])=O)=[CH:10][CH:9]=2)[CH2:3][CH2:2]1.[F:18][C:19]([F:42])([F:41])[C:20]([C:26]1[CH:31]=[CH:30][C:29]([CH2:32][N:33]2[CH2:38][CH2:37][NH:36][CH2:35][C@@H:34]2[CH2:39][OH:40])=[CH:28][CH:27]=1)([OH:25])[C:21]([F:24])([F:23])[F:22].C(N(CC)CC)C.CCCP1(OP(CCC)(=O)OP(CCC)(=O)O1)=O. (4) The reactants are: Cl[C:2]1[C:7]([C:8]2[CH:13]=[CH:12][CH:11]=[CH:10][C:9]=2[F:14])=[C:6]([Cl:15])[N:5]=[C:4]([S:16][CH3:17])[N:3]=1.[CH:18]1([NH2:23])[CH2:22][CH2:21][CH2:20][CH2:19]1.C(OCC)(=O)C. Given the product [Cl:15][C:6]1[C:7]([C:8]2[CH:13]=[CH:12][CH:11]=[CH:10][C:9]=2[F:14])=[C:2]([NH:23][CH:18]2[CH2:22][CH2:21][CH2:20][CH2:19]2)[N:3]=[C:4]([S:16][CH3:17])[N:5]=1, predict the reactants needed to synthesize it. (5) Given the product [C:1]([C:5]1[CH:6]=[C:7]([CH:11]=[C:12]([C:15]([CH3:18])([CH3:17])[CH3:16])[C:13]=1[OH:14])[C:8]([Cl:21])=[O:9])([CH3:4])([CH3:3])[CH3:2], predict the reactants needed to synthesize it. The reactants are: [C:1]([C:5]1[CH:6]=[C:7]([CH:11]=[C:12]([C:15]([CH3:18])([CH3:17])[CH3:16])[C:13]=1[OH:14])[C:8](O)=[O:9])([CH3:4])([CH3:3])[CH3:2].O=S(Cl)[Cl:21]. (6) The reactants are: [CH3:1][N+:2]([CH2:5][C@H:6]([NH2:11])[CH2:7][C:8]([O-:10])=[O:9])([CH3:4])[CH3:3].C(N(C(C)C)CC)(C)C.[Cl:21][C:22]1[CH:27]=[C:26]([C:28]([F:31])([F:30])[F:29])[CH:25]=[CH:24][C:23]=1[N:32]=[C:33]=[O:34]. Given the product [Cl:21][C:22]1[CH:27]=[C:26]([C:28]([F:31])([F:30])[F:29])[CH:25]=[CH:24][C:23]=1[NH:32][C:33](=[O:34])[NH:11][C@@H:6]([CH2:5][N+:2]([CH3:3])([CH3:4])[CH3:1])[CH2:7][C:8]([O-:10])=[O:9], predict the reactants needed to synthesize it.